From a dataset of Full USPTO retrosynthesis dataset with 1.9M reactions from patents (1976-2016). Predict the reactants needed to synthesize the given product. Given the product [Cl:19][C:20]1[CH:25]=[CH:24][C:23]([C:2]2[C:10]3[N:9]4[CH2:11][CH2:12][NH:13][C:14](=[O:15])[C:8]4=[C:7]([CH3:16])[C:6]=3[CH:5]=[C:4]([C:17]#[N:18])[CH:3]=2)=[CH:22][C:21]=1[C:29]([F:30])([F:31])[F:32], predict the reactants needed to synthesize it. The reactants are: Br[C:2]1[C:10]2[N:9]3[CH2:11][CH2:12][NH:13][C:14](=[O:15])[C:8]3=[C:7]([CH3:16])[C:6]=2[CH:5]=[C:4]([C:17]#[N:18])[CH:3]=1.[Cl:19][C:20]1[CH:25]=[CH:24][C:23](B(O)O)=[CH:22][C:21]=1[C:29]([F:32])([F:31])[F:30].